This data is from Cav3 T-type calcium channel HTS with 100,875 compounds. The task is: Binary Classification. Given a drug SMILES string, predict its activity (active/inactive) in a high-throughput screening assay against a specified biological target. (1) The molecule is s1c(c(cc1)C)C(=O)NNC(=S)Nc1c(ccc(c1)C)C. The result is 0 (inactive). (2) The molecule is O(CC(=O)Nc1ccc(cc1)C(OCC)=O)c1c(OC)cccc1. The result is 0 (inactive). (3) The compound is [O-][N+](=O)C12C(C3([N+]([O-])=O)CN(C2)C(N(C1)C3)c1ccccc1)(C)C. The result is 0 (inactive). (4) The drug is S(=O)(=O)(Cc1oc(C(=O)NCCCN2CC(CC(C2)C)C)cc1)Cc1c(F)cccc1. The result is 0 (inactive). (5) The drug is Fc1ccc(c2nc(on2)C2CCCN(C2)C(=O)Nc2c(cccc2)C)cc1. The result is 0 (inactive). (6) The drug is S(=O)(=O)(N1CCOCC1)c1ccc(N(CC(=O)Nc2cc3OCCOc3cc2)CC)nc1. The result is 0 (inactive). (7) The drug is Fc1c(Nc2nc(oc(=O)c2C#N)N(C)C)ccc(F)c1. The result is 0 (inactive).